Dataset: Full USPTO retrosynthesis dataset with 1.9M reactions from patents (1976-2016). Task: Predict the reactants needed to synthesize the given product. (1) Given the product [C:1]([N:8]1[CH2:16][C@H:15]([C:17]2[CH:22]=[CH:21][CH:20]=[CH:19][CH:18]=2)[CH2:14][C@@:9]1([CH3:24])[C:10]([O:12][CH3:13])=[O:11])([O:3][C:4]([CH3:6])([CH3:7])[CH3:5])=[O:2], predict the reactants needed to synthesize it. The reactants are: [C:1]([N:8]1[CH2:16][C@H:15]([C:17]2[CH:22]=[CH:21][CH:20]=[CH:19][CH:18]=2)[CH2:14][C@H:9]1[C:10]([O:12][CH3:13])=[O:11])([O:3][C:4]([CH3:7])([CH3:6])[CH3:5])=[O:2].[Li+].[CH3:24][Si]([N-][Si](C)(C)C)(C)C.CI. (2) Given the product [C:13]([O:17][C:18]([N:9]1[CH2:10][CH2:11][CH2:12][CH:8]1[C:3]1[CH:4]=[CH:5][CH:6]=[CH:7][C:2]=1[Cl:1])=[O:19])([CH3:16])([CH3:15])[CH3:14], predict the reactants needed to synthesize it. The reactants are: [Cl:1][C:2]1[CH:7]=[CH:6][CH:5]=[CH:4][C:3]=1[CH:8]1[CH2:12][CH2:11][CH2:10][NH:9]1.[C:13]([O:17][C:18](O[C:18]([O:17][C:13]([CH3:16])([CH3:15])[CH3:14])=[O:19])=[O:19])([CH3:16])([CH3:15])[CH3:14].C([O-])(O)=O.[Na+]. (3) Given the product [CH3:1][N:2]1[CH2:7][CH2:6][N:5]([C:11]([N:9]2[CH2:36][CH2:35][N:34]([CH3:38])[CH2:33][CH2:32]2)=[O:15])[CH2:4][CH2:3]1, predict the reactants needed to synthesize it. The reactants are: [CH3:1][N:2]1[CH2:7][CH2:6][NH:5][CH2:4][CH2:3]1.C[N:9]([C:11]([O:15]N1N=NC2C=CC=NC1=2)=[N+](C)C)C.F[P-](F)(F)(F)(F)F.[CH3:32][CH2:33][N:34]([CH:38](C)C)[CH:35](C)[CH3:36].O. (4) Given the product [OH:16][CH:13]([CH2:12][O:11][CH2:10][CH2:9][CH2:8][Si:1]([C:4]([CH3:6])([CH3:7])[CH3:5])([CH3:3])[CH3:2])[CH2:14][NH:15][C:24](=[O:28])[C:25]([CH3:27])=[CH2:26], predict the reactants needed to synthesize it. The reactants are: [Si:1]([CH2:8][CH2:9][CH2:10][O:11][CH2:12][CH:13]([OH:16])[CH2:14][NH2:15])([C:4]([CH3:7])([CH3:6])[CH3:5])([CH3:3])[CH3:2].C(N(CC)CC)C.[C:24](Cl)(=[O:28])[C:25]([CH3:27])=[CH2:26]. (5) Given the product [C:18]1([N:9]2[C:10]([C:11]([F:16])([F:17])[C:12]([F:13])([F:14])[F:15])=[C:6]([C:4]([OH:5])=[O:3])[C:7]([CH:24]([F:25])[F:26])=[N:8]2)[CH:23]=[CH:22][CH:21]=[CH:20][CH:19]=1, predict the reactants needed to synthesize it. The reactants are: C([O:3][C:4]([C:6]1[C:7]([CH:24]([F:26])[F:25])=[N:8][N:9]([C:18]2[CH:23]=[CH:22][CH:21]=[CH:20][CH:19]=2)[C:10]=1[C:11]([F:17])([F:16])[C:12]([F:15])([F:14])[F:13])=[O:5])C.[OH-].[Na+]. (6) Given the product [F:29][CH2:28][CH2:27][O:26][C:23]1[CH:24]=[CH:25][C:20]([CH2:19][C@H:11]([C:12]([OH:14])=[O:13])[CH2:10][C@@H:9]([C:31]([OH:33])=[O:32])[NH2:8])=[N+:21]([O-:30])[CH:22]=1, predict the reactants needed to synthesize it. The reactants are: C(OC([NH:8][C@H:9]([C:31]([O:33]C(C)(C)C)=[O:32])[CH2:10][C@H:11]([CH2:19][C:20]1[CH:25]=[CH:24][C:23]([O:26][CH2:27][CH2:28][F:29])=[CH:22][N+:21]=1[O-:30])[C:12]([O:14]C(C)(C)C)=[O:13])=O)(C)(C)C.FC(F)(F)C(O)=O.